From a dataset of Forward reaction prediction with 1.9M reactions from USPTO patents (1976-2016). Predict the product of the given reaction. Given the reactants C([O:3][C:4]([C:6]1[C:7](=[O:18])[NH:8][N:9]=[C:10]([C:12]2[CH:17]=[CH:16][N:15]=[CH:14][CH:13]=2)[CH:11]=1)=O)C.O.[NH2:20][NH2:21], predict the reaction product. The product is: [O:18]=[C:7]1[C:6]([C:4]([NH:20][NH2:21])=[O:3])=[CH:11][C:10]([C:12]2[CH:17]=[CH:16][N:15]=[CH:14][CH:13]=2)=[N:9][NH:8]1.